Predict the product of the given reaction. From a dataset of Forward reaction prediction with 1.9M reactions from USPTO patents (1976-2016). (1) Given the reactants [CH:1]1([O:4][CH2:5][CH2:6][CH2:7][N:8]2[C:16]3[C:11](=[CH:12][CH:13]=[C:14](B4OC(C)(C)C(C)(C)O4)[CH:15]=3)[C:10]([CH3:27])([CH3:26])[C:9]2=[O:28])[CH2:3][CH2:2]1.Br[C:30]1[CH:31]=[N:32][C:33]([CH3:36])=[N:34][CH:35]=1, predict the reaction product. The product is: [CH:1]1([O:4][CH2:5][CH2:6][CH2:7][N:8]2[C:16]3[C:11](=[CH:12][CH:13]=[C:14]([C:30]4[CH:31]=[N:32][C:33]([CH3:36])=[N:34][CH:35]=4)[CH:15]=3)[C:10]([CH3:26])([CH3:27])[C:9]2=[O:28])[CH2:2][CH2:3]1. (2) Given the reactants [F:1][CH:2]([F:12])[O:3][C:4]1[CH:11]=[CH:10][C:7]([CH:8]=O)=[CH:6][CH:5]=1.[NH2:13][C:14]1[N:15]=[N:16][C:17]([CH3:20])=[CH:18][CH:19]=1.C([O:23][C:24](=O)[C:25]([OH:38])=[CH:26][C:27]([C:29]1[CH:34]=[CH:33][C:32]([CH:35]([CH3:37])[CH3:36])=[CH:31][CH:30]=1)=[O:28])C, predict the reaction product. The product is: [F:1][CH:2]([F:12])[O:3][C:4]1[CH:11]=[CH:10][C:7]([CH:8]2[N:13]([C:14]3[N:15]=[N:16][C:17]([CH3:20])=[CH:18][CH:19]=3)[C:24](=[O:23])[C:25]([OH:38])=[C:26]2[C:27](=[O:28])[C:29]2[CH:30]=[CH:31][C:32]([CH:35]([CH3:36])[CH3:37])=[CH:33][CH:34]=2)=[CH:6][CH:5]=1. (3) Given the reactants Cl[C:2]1[N:10]=[C:9]2[C:5]([NH:6][CH:7]=[N:8]2)=[C:4](Cl)[N:3]=1.C(OCC)(=O)C.O1C=CCCC1.C(N1CCNCC1)C, predict the reaction product. The product is: [N:3]1[CH:4]=[C:5]2[C:9]([N:8]=[CH:7][NH:6]2)=[N:10][CH:2]=1.